From a dataset of Full USPTO retrosynthesis dataset with 1.9M reactions from patents (1976-2016). Predict the reactants needed to synthesize the given product. (1) Given the product [Cl:1][C:2]1[N:3]=[CH:4][N:5]([CH2:8][C:9]([NH:12][C:13]2[CH:18]=[N:17][CH:16]=[C:15]([C:19]([C:21]3[C:29]4[CH:28]=[N:27][CH:26]=[N:25][C:24]=4[N:23]([CH:30]([CH3:32])[CH3:31])[CH:22]=3)=[O:20])[CH:14]=2)=[O:11])[C:6]=1[Cl:7], predict the reactants needed to synthesize it. The reactants are: [Cl:1][C:2]1[N:3]=[CH:4][N:5]([CH2:8][C:9]([OH:11])=O)[C:6]=1[Cl:7].[NH2:12][C:13]1[CH:14]=[C:15]([C:19]([C:21]2[C:29]3[CH:28]=[N:27][CH:26]=[N:25][C:24]=3[N:23]([CH:30]([CH3:32])[CH3:31])[CH:22]=2)=[O:20])[CH:16]=[N:17][CH:18]=1.CN(C(ON1N=NC2C=CC=NC1=2)=[N+](C)C)C.F[P-](F)(F)(F)(F)F.CCN(C(C)C)C(C)C. (2) Given the product [CH2:1]([C:5]12[CH2:17][CH2:16][C:15](=[O:18])[C:14]([C:19]#[N:20])=[C:13]1[C:12]1[C:7](=[C:8]([Cl:23])[C:9]([OH:21])=[CH:10][CH:11]=1)[CH2:6]2)[CH2:2][CH2:3][CH3:4], predict the reactants needed to synthesize it. The reactants are: [CH2:1]([C:5]12[CH2:17][CH2:16][C:15](=[O:18])[C:14]([C:19]#[N:20])=[C:13]1[C:12]1[C:7](=[C:8]([Cl:23])[C:9]([O:21]C)=[CH:10][CH:11]=1)[CH2:6]2)[CH2:2][CH2:3][CH3:4].Cl.N1C=CC=CC=1.